From a dataset of TCR-epitope binding with 47,182 pairs between 192 epitopes and 23,139 TCRs. Binary Classification. Given a T-cell receptor sequence (or CDR3 region) and an epitope sequence, predict whether binding occurs between them. (1) The epitope is YIFFASFYY. The TCR CDR3 sequence is CASRWGLAGVYGNEQFF. Result: 1 (the TCR binds to the epitope). (2) The epitope is NLVPMVATV. The TCR CDR3 sequence is CASSLVAGPGTDTQYF. Result: 1 (the TCR binds to the epitope).